Dataset: Reaction yield outcomes from USPTO patents with 853,638 reactions. Task: Predict the reaction yield, written as a fraction of the theoretical maximum amount of product (1.0 means a 100% yield; for example, 0.34 means a 34% yield). (1) The reactants are [OH:1][C:2]1[CH:7]=[CH:6][CH:5]=[CH:4][C:3]=1[S:8][CH3:9].F[C:11]1[CH:16]=[CH:15][C:14](F)=[CH:13][C:12]=1[N+:18]([O-:20])=[O:19].[F:21][C:22]1[CH:28]=[CH:27][C:25]([NH2:26])=[C:24]([O:29][C:30]2[CH:35]=[CH:34][CH:33]=[CH:32][C:31]=2[S:36][CH3:37])[CH:23]=1.[NH2:38][C:39]1[S:40][CH:41]=[CH:42][N:43]=1. No catalyst specified. The product is [F:21][C:15]1[CH:14]=[CH:13][C:12]([N+:18]([O-:20])=[O:19])=[C:11]([O:1][C:2]2[CH:7]=[CH:6][CH:5]=[CH:4][C:3]=2[S:8][CH3:9])[CH:16]=1.[F:21][C:22]1[CH:28]=[CH:27][C:25]([NH:26][C:2]([NH:38][C:39]2[S:40][CH:41]=[CH:42][N:43]=2)=[O:1])=[C:24]([O:29][C:30]2[CH:35]=[CH:34][CH:33]=[CH:32][C:31]=2[S:36][CH3:37])[CH:23]=1. The yield is 0.680. (2) The reactants are [NH:1]([C:10]([O:12][C:13]([CH3:16])([CH3:15])[CH3:14])=[O:11])[C@H:2]([C:7](O)=[O:8])[CH2:3][CH:4]([CH3:6])[CH3:5].B.C1COCC1. The catalyst is C1COCC1.[Cl-].[Na+].O. The product is [C:10]([NH:1][C@H:2]([CH2:7][OH:8])[CH2:3][CH:4]([CH3:5])[CH3:6])([O:12][C:13]([CH3:14])([CH3:16])[CH3:15])=[O:11]. The yield is 0.890. (3) The reactants are [OH:1][N:2]1[C:6](=[O:7])[CH2:5][CH2:4][C:3]1=[O:8].[CH3:9][CH2:10][C:11]([C:13]([C:15]1[CH:16]=[CH:17][C:18]([O:23][CH2:24][C:25](O)=[O:26])=[C:19]([Cl:22])[C:20]=1[Cl:21])=[O:14])=[CH2:12].CO. The catalyst is C(Cl)Cl. The product is [Cl:22][C:19]1[C:20]([Cl:21])=[C:15]([C:13](=[O:14])[C:11](=[CH2:12])[CH2:10][CH3:9])[CH:16]=[CH:17][C:18]=1[O:23][CH2:24][C:25]([O:1][N:2]1[C:6](=[O:7])[CH2:5][CH2:4][C:3]1=[O:8])=[O:26]. The yield is 0.370. (4) The reactants are [I:1][C:2]1[C:10]2[C:5](=[N:6][CH:7]=[N:8][C:9]=2[NH2:11])[NH:4][N:3]=1.[N:12]1[CH:17]=[CH:16][CH:15]=[C:14]([CH2:18][CH2:19][CH2:20]O)[CH:13]=1.C1(P(C2C=CC=CC=2)C2C=CC=CC=2)C=CC=CC=1.N(C(OC(C)C)=O)=NC(OC(C)C)=O. The catalyst is C1COCC1. The product is [I:1][C:2]1[C:10]2[C:5](=[N:6][CH:7]=[N:8][C:9]=2[NH2:11])[N:4]([CH2:20][CH2:19][CH2:18][C:14]2[CH:13]=[N:12][CH:17]=[CH:16][CH:15]=2)[N:3]=1. The yield is 0.540. (5) The reactants are [C:1]([C:5]1[CH:6]=[C:7]2[C:12](=[C:13]([F:15])[CH:14]=1)[C:11](=[O:16])[N:10]([C:17]1[CH:22]=[CH:21][CH:20]=[C:19]([C:23]3[C:24]([CH3:31])=[N:25][C:26]([O:29][CH3:30])=[CH:27][CH:28]=3)[C:18]=1[CH2:32]O)[N:9]=[CH:8]2)([CH3:4])([CH3:3])[CH3:2].N1C=CN=C1.C1(P(C2C=CC=CC=2)C2C=CC=CC=2)C=CC=CC=1.[Br:58]Br. The catalyst is ClCCl.O.CCOC(C)=O. The product is [Br:58][CH2:32][C:18]1[C:19]([C:23]2[C:24]([CH3:31])=[N:25][C:26]([O:29][CH3:30])=[CH:27][CH:28]=2)=[CH:20][CH:21]=[CH:22][C:17]=1[N:10]1[N:9]=[CH:8][C:7]2[C:12](=[C:13]([F:15])[CH:14]=[C:5]([C:1]([CH3:2])([CH3:4])[CH3:3])[CH:6]=2)[C:11]1=[O:16]. The yield is 0.824. (6) The reactants are [Cl:1][C:2]1[N:7]=[C:6](Cl)[CH:5]=[CH:4][N:3]=1.[C:9]([C:11]1[CH:12]=[CH:13][C:14]([F:24])=[C:15]([NH:17][C:18](=[O:23])[C:19]([F:22])([F:21])[F:20])[CH:16]=1)#[CH:10]. The catalyst is C1COCC1.Cl[Pd](Cl)([P](C1C=CC=CC=1)(C1C=CC=CC=1)C1C=CC=CC=1)[P](C1C=CC=CC=1)(C1C=CC=CC=1)C1C=CC=CC=1.[Cu]I. The product is [Cl:1][C:2]1[N:7]=[C:6]([C:10]#[C:9][C:11]2[CH:12]=[CH:13][C:14]([F:24])=[C:15]([NH:17][C:18](=[O:23])[C:19]([F:20])([F:21])[F:22])[CH:16]=2)[CH:5]=[CH:4][N:3]=1. The yield is 0.780. (7) The reactants are [Br-:1].[Br-].[Br-].C([N+](CCCC)(CCCC)CCCC)CCC.C([N+](CCCC)(CCCC)CCCC)CCC.C([N+](CCCC)(CCCC)CCCC)CCC.[CH2:55]([C:57]1[CH:62]=[CH:61][CH:60]=[C:59]([F:63])[C:58]=1[OH:64])[CH3:56]. The catalyst is C(Cl)(Cl)Cl. The product is [Br:1][C:61]1[CH:60]=[C:59]([F:63])[C:58]([OH:64])=[C:57]([CH2:55][CH3:56])[CH:62]=1. The yield is 0.600. (8) The product is [Cl:33][C:34]1[CH:35]=[C:36]([CH:41]=[CH:42][C:43]=1[O:44][CH2:45][C@@H:46]([NH:48][C:18](=[O:20])[CH2:17][C:14]1[CH:13]=[CH:12][C:11]([NH:10][C:9]([NH:8][C:3]2[CH:4]=[CH:5][CH:6]=[CH:7][C:2]=2[CH3:1])=[O:32])=[CH:16][CH:15]=1)[CH3:47])[C:37]([O:39][CH3:40])=[O:38]. The yield is 0.420. The catalyst is CN(C=O)C.CCOC(C)=O. The reactants are [CH3:1][C:2]1[CH:7]=[CH:6][CH:5]=[CH:4][C:3]=1[NH:8][C:9](=[O:32])[NH:10][C:11]1[CH:16]=[CH:15][C:14]([CH2:17][C:18]([O:20]C2C(F)=C(F)C(F)=C(F)C=2F)=O)=[CH:13][CH:12]=1.[Cl:33][C:34]1[CH:35]=[C:36]([CH:41]=[CH:42][C:43]=1[O:44][CH2:45][C@@H:46]([NH2:48])[CH3:47])[C:37]([O:39][CH3:40])=[O:38].CCN(CC)CC. (9) The reactants are [CH3:1][O:2][C:3]([NH:5][C@@H:6]([CH:10]([C:17]1[CH:22]=[CH:21][CH:20]=[CH:19][CH:18]=1)[C:11]1[CH:16]=[CH:15][CH:14]=[CH:13][CH:12]=1)[C:7](O)=[O:8])=[O:4].CCN=C=NCCCN(C)C.C1C=CC2N(O)N=NC=2C=1.C([O:46][P:47](=[O:74])([O:71]CC)[O:48][CH2:49][C@@H:50]([N:56]([S:61]([C:64]1[CH:69]=[CH:68][C:67]([NH2:70])=[CH:66][CH:65]=1)(=[O:63])=[O:62])[CH2:57][CH:58]([CH3:60])[CH3:59])[CH2:51][CH2:52][CH2:53][CH2:54][NH2:55])C. The catalyst is CN(C=O)C. The product is [CH3:1][O:2][C:3](=[O:4])[NH:5][C@H:6]([C:7](=[O:8])[NH:55][CH2:54][CH2:53][CH2:52][CH2:51][C@H:50]([N:56]([S:61]([C:64]1[CH:65]=[CH:66][C:67]([NH2:70])=[CH:68][CH:69]=1)(=[O:62])=[O:63])[CH2:57][CH:58]([CH3:60])[CH3:59])[CH2:49][O:48][P:47]([OH:71])([OH:46])=[O:74])[CH:10]([C:17]1[CH:22]=[CH:21][CH:20]=[CH:19][CH:18]=1)[C:11]1[CH:16]=[CH:15][CH:14]=[CH:13][CH:12]=1. The yield is 0.830. (10) The reactants are [F:1][C:2]1[CH:3]=[C:4](O)[CH:5]=[C:6]([C:8]2([OH:14])[CH2:13][CH2:12][O:11][CH2:10][CH2:9]2)[CH:7]=1.[CH2:16](Br)[C:17]#[CH:18].[C:20]([O-:23])([O-])=O.[K+].[K+].[CH2:38]1O[CH2:42][CH2:41][O:40][CH2:39][CH2:38]O[CH2:42][CH2:41][O:40][CH2:39][CH2:38]O[CH2:42][CH2:41][O:40][CH2:39]1. The catalyst is CC(N(C)C)=O.O. The product is [F:1][C:2]1[CH:3]=[C:4]([CH2:16][C:17]#[C:18][O:11][C:10]#[C:9][CH2:8][C:6]2[CH:5]=[C:4]([C:20]3([OH:23])[CH2:38][CH2:39][O:40][CH2:41][CH2:42]3)[CH:3]=[C:2]([F:1])[CH:7]=2)[CH:5]=[C:6]([C:8]2([OH:14])[CH2:13][CH2:12][O:11][CH2:10][CH2:9]2)[CH:7]=1. The yield is 0.530.